This data is from Full USPTO retrosynthesis dataset with 1.9M reactions from patents (1976-2016). The task is: Predict the reactants needed to synthesize the given product. (1) Given the product [OH:25][C:26]([C:29]1[O:33][N:32]=[C:31]([C:34]2[S:35][CH:36]=[C:37]([C:39]([N:15]3[CH2:14][CH2:13][CH2:12][C@@H:10]3[CH3:11])=[O:41])[N:38]=2)[N:30]=1)([CH3:27])[CH3:28], predict the reactants needed to synthesize it. The reactants are: CN(C(ON1N=N[C:11]2[CH:12]=[CH:13][CH:14]=[N:15][C:10]1=2)=[N+](C)C)C.F[P-](F)(F)(F)(F)F.[OH:25][C:26]([C:29]1[O:33][N:32]=[C:31]([C:34]2[S:35][CH:36]=[C:37]([C:39]([O:41]C(C)(C)C)=O)[N:38]=2)[N:30]=1)([CH3:28])[CH3:27].Cl.C[C@H]1CCCN1.CCN(C(C)C)C(C)C.Cl. (2) Given the product [CH3:16][O:15][C:3]1[CH:4]=[C:5]([CH2:8][CH2:9][C:10]([O:12][CH2:13][CH3:14])=[O:11])[CH:6]=[CH:7][C:2]=1[O:1][CH:23]([CH3:24])[C:22]#[CH:25], predict the reactants needed to synthesize it. The reactants are: [OH:1][C:2]1[CH:7]=[CH:6][C:5]([CH2:8][CH2:9][C:10]([O:12][CH2:13][CH3:14])=[O:11])=[CH:4][C:3]=1[O:15][CH3:16].CS(O[CH:22]([CH3:25])[C:23]#[CH:24])(=O)=O.C(=O)([O-])[O-].[K+].[K+].C(#N)C. (3) The reactants are: [C:1]([C:3]1[CH:4]=[C:5]([CH:23]=[CH:24][CH:25]=1)[O:6][C:7]1[C:12]([O:13][CH2:14][CH2:15][CH2:16][C:17]2[CH:22]=[CH:21][N:20]=[CH:19][CH:18]=2)=[CH:11][CH:10]=[CH:9][N:8]=1)#N.[OH-:26].[Na+].C[OH:29]. Given the product [C:1]([C:3]1[CH:4]=[C:5]([CH:23]=[CH:24][CH:25]=1)[O:6][C:7]1[C:12]([O:13][CH2:14][CH2:15][CH2:16][C:17]2[CH:22]=[CH:21][N:20]=[CH:19][CH:18]=2)=[CH:11][CH:10]=[CH:9][N:8]=1)([OH:29])=[O:26], predict the reactants needed to synthesize it. (4) The reactants are: [C:1]([O:5][C:6]([NH:8][CH2:9][C@H:10]1[CH2:15][CH2:14][C@H:13]([C:16]([NH:18][C@@H:19]([CH2:23][C:24]2[CH:29]=[CH:28][C:27]([C:30]3[CH:35]=[CH:34][C:33]([C:36](=[O:51])[NH:37][CH:38]4[CH2:43][CH2:42][N:41]([C:44]([O:46][C:47]([CH3:50])([CH3:49])[CH3:48])=[O:45])[CH2:40][CH2:39]4)=[CH:32][C:31]=3[CH3:52])=[CH:26][CH:25]=2)[C:20](O)=[O:21])=[O:17])[CH2:12][CH2:11]1)=[O:7])([CH3:4])([CH3:3])[CH3:2].[CH3:53][C:54]1[NH:58][C:57]([C:59]2[CH:65]=[CH:64][C:62]([NH2:63])=[CH:61][CH:60]=2)=[N:56][N:55]=1.C(N(CC)C(C)C)(C)C.F[P-](F)(F)(F)(F)F.CN(C(ON1C2=NC=CC=C2N=N1)=[N+](C)C)C. Given the product [C:1]([O:5][C:6]([NH:8][CH2:9][C@H:10]1[CH2:15][CH2:14][C@H:13]([C:16]([NH:18][C@H:19]([C:20]([NH:63][C:62]2[CH:61]=[CH:60][C:59]([C:57]3[NH:58][C:54]([CH3:53])=[N:55][N:56]=3)=[CH:65][CH:64]=2)=[O:21])[CH2:23][C:24]2[CH:25]=[CH:26][C:27]([C:30]3[CH:35]=[CH:34][C:33]([C:36]([NH:37][CH:38]4[CH2:43][CH2:42][N:41]([C:44]([O:46][C:47]([CH3:49])([CH3:48])[CH3:50])=[O:45])[CH2:40][CH2:39]4)=[O:51])=[CH:32][C:31]=3[CH3:52])=[CH:28][CH:29]=2)=[O:17])[CH2:12][CH2:11]1)=[O:7])([CH3:2])([CH3:4])[CH3:3], predict the reactants needed to synthesize it.